This data is from Full USPTO retrosynthesis dataset with 1.9M reactions from patents (1976-2016). The task is: Predict the reactants needed to synthesize the given product. (1) Given the product [Cl:22][C:5]1[C:6]([NH:8][C:9]2[CH:14]=[CH:13][C:12]([O:15][CH3:16])=[CH:11][C:10]=2[N:17]2[CH:21]=[CH:20][CH:19]=[N:18]2)=[N:7][C:2]([NH:23][C:24]2[C:37]([O:38][CH3:39])=[CH:36][C:27]3[N:28]([CH2:34][CH3:35])[C:29](=[O:33])[CH2:30][CH2:31][CH2:32][C:26]=3[CH:25]=2)=[N:3][CH:4]=1, predict the reactants needed to synthesize it. The reactants are: Cl[C:2]1[N:7]=[C:6]([NH:8][C:9]2[CH:14]=[CH:13][C:12]([O:15][CH3:16])=[CH:11][C:10]=2[N:17]2[CH:21]=[CH:20][CH:19]=[N:18]2)[C:5]([Cl:22])=[CH:4][N:3]=1.[NH2:23][C:24]1[C:37]([O:38][CH3:39])=[CH:36][C:27]2[N:28]([CH2:34][CH3:35])[C:29](=[O:33])[CH2:30][CH2:31][CH2:32][C:26]=2[CH:25]=1. (2) Given the product [C:1]([C@H:3]1[CH2:7][O:6][C:5]([CH3:9])([CH3:8])[N:4]1[C:10]([O:12][C:13]([CH3:16])([CH3:15])[CH3:14])=[O:11])#[CH:19], predict the reactants needed to synthesize it. The reactants are: [CH:1]([C@H:3]1[CH2:7][O:6][C:5]([CH3:9])([CH3:8])[N:4]1[C:10]([O:12][C:13]([CH3:16])([CH3:15])[CH3:14])=[O:11])=O.P(=O)([O-])O[C:19](=[N+]=[N-])C(=O)C(C)C.C(=O)([O-])[O-].[K+].[K+]. (3) The reactants are: Br[C:2]1[CH:3]=[CH:4][C:5]([N:16]2[CH2:20][CH2:19][CH:18]([O:21][CH3:22])[CH2:17]2)=[C:6](/[CH:8]=[C:9](\[CH3:15])/[C:10]([O:12][CH2:13][CH3:14])=[O:11])[CH:7]=1.[CH2:23]([O:27][CH2:28][CH2:29][O:30][C:31]1[CH:36]=[CH:35][C:34](OB(O)O)=[CH:33][CH:32]=1)[CH2:24][CH2:25][CH3:26].C(=O)([O-])[O-].[K+].[K+]. Given the product [CH2:23]([O:27][CH2:28][CH2:29][O:30][C:31]1[CH:32]=[CH:33][C:34]([C:2]2[CH:3]=[CH:4][C:5]([N:16]3[CH2:20][CH2:19][CH:18]([O:21][CH3:22])[CH2:17]3)=[C:6](/[CH:8]=[C:9](\[CH3:15])/[C:10]([O:12][CH2:13][CH3:14])=[O:11])[CH:7]=2)=[CH:35][CH:36]=1)[CH2:24][CH2:25][CH3:26], predict the reactants needed to synthesize it. (4) Given the product [CH3:31][C:11]1([CH2:12][N:13]2[CH2:18][CH2:17][CH:16]([O:19][C:20]3[CH:25]=[CH:24][C:23]([C:26]([F:29])([F:28])[F:27])=[CH:22][CH:21]=3)[CH2:15][CH2:14]2)[O:30][C:2]2=[N:6][C:5]([N+:7]([O-:9])=[O:8])=[CH:4][N:3]2[CH2:10]1, predict the reactants needed to synthesize it. The reactants are: Cl[C:2]1[N:3]([CH2:10][C:11]([CH3:31])([OH:30])[CH2:12][N:13]2[CH2:18][CH2:17][CH:16]([O:19][C:20]3[CH:25]=[CH:24][C:23]([C:26]([F:29])([F:28])[F:27])=[CH:22][CH:21]=3)[CH2:15][CH2:14]2)[CH:4]=[C:5]([N+:7]([O-:9])=[O:8])[N:6]=1.[H-].[Na+].C(OCC)(=O)C.